Predict the reactants needed to synthesize the given product. From a dataset of Full USPTO retrosynthesis dataset with 1.9M reactions from patents (1976-2016). (1) Given the product [Cl:12][C:8]1[CH:7]=[C:6]2[C:11]([C:2]([C:20]3[CH:19]=[CH:18][CH:17]=[C:16]([CH3:15])[CH:21]=3)=[CH:3][C:4]([C:13]#[N:14])=[N:5]2)=[CH:10][CH:9]=1, predict the reactants needed to synthesize it. The reactants are: Cl[C:2]1[C:11]2[C:6](=[CH:7][C:8]([Cl:12])=[CH:9][CH:10]=2)[N:5]=[C:4]([C:13]#[N:14])[CH:3]=1.[CH3:15][C:16]1[CH:17]=[C:18](B(O)O)[CH:19]=[CH:20][CH:21]=1.[F-].[Cs+]. (2) Given the product [CH2:30]([N:32]([CH2:55][C:56]([NH:29][CH2:28][CH2:27][O:26][CH3:25])=[O:57])[C:33]([C:35]1[CH:36]=[C:37]2[C:45](=[CH:46][CH:47]=1)[N:44]([CH3:48])[C:43]1[CH2:42][CH2:41][CH:40]([CH:49]3[CH2:54][CH2:53][O:52][CH2:51][CH2:50]3)[CH2:39][C:38]2=1)=[O:34])[CH3:31], predict the reactants needed to synthesize it. The reactants are: CN(C(ON1N=NC2C=CC=NC1=2)=[N+](C)C)C.F[P-](F)(F)(F)(F)F.[CH3:25][O:26][CH2:27][CH2:28][NH2:29].[CH2:30]([N:32]([CH2:55][C:56](O)=[O:57])[C:33]([C:35]1[CH:36]=[C:37]2[C:45](=[CH:46][CH:47]=1)[N:44]([CH3:48])[C:43]1[CH2:42][CH2:41][CH:40]([CH:49]3[CH2:54][CH2:53][O:52][CH2:51][CH2:50]3)[CH2:39][C:38]2=1)=[O:34])[CH3:31].C(N(CC)C(C)C)(C)C. (3) Given the product [C:68]([C:67]1[CH:70]=[CH:71][C:64]([NH:63][C:30]([CH:20]2[NH:19][CH:18]([CH2:33][C:34]([CH3:37])([CH3:36])[CH3:35])[C:17]3([C:12]4[C:13](=[CH:14][C:9]([Cl:8])=[CH:10][CH:11]=4)[NH:15][C:16]3=[O:38])[CH:21]2[C:22]2[CH:27]=[CH:26][CH:25]=[C:24]([Cl:28])[C:23]=2[F:29])=[O:32])=[C:65]([F:72])[CH:66]=1)#[N:69], predict the reactants needed to synthesize it. The reactants are: FC(F)(F)C(O)=O.[Cl:8][C:9]1[CH:14]=[C:13]2[NH:15][C:16](=[O:38])[C:17]3([CH:21]([C:22]4[CH:27]=[CH:26][CH:25]=[C:24]([Cl:28])[C:23]=4[F:29])[CH:20]([C:30]([OH:32])=O)[NH:19][CH:18]3[CH2:33][C:34]([CH3:37])([CH3:36])[CH3:35])[C:12]2=[CH:11][CH:10]=1.C(N(C(C)C)CC)(C)C.C1(P(Cl)(C2C=CC=CC=2)=O)C=CC=CC=1.[NH2:63][C:64]1[CH:71]=[CH:70][C:67]([C:68]#[N:69])=[CH:66][C:65]=1[F:72]. (4) Given the product [CH3:12][N:13]1[CH:4]=[CH:5][C:6]([C:7]([F:10])([F:9])[F:8])=[N:14]1, predict the reactants needed to synthesize it. The reactants are: C(O[CH:4]=[CH:5][C:6](=O)[C:7]([F:10])([F:9])[F:8])C.[CH3:12][NH:13][NH2:14].